Task: Predict the reaction yield, written as a fraction of the theoretical maximum amount of product (1.0 means a 100% yield; for example, 0.34 means a 34% yield).. Dataset: Reaction yield outcomes from USPTO patents with 853,638 reactions (1) The reactants are [I-].[CH3:2][O:3][C:4]1[CH:5]=[C:6]([C:13]2[CH:18]=[CH:17][N+:16]([CH2:19][CH2:20][CH3:21])=[CH:15][CH:14]=2)[CH:7]=[CH:8][C:9]=1[N+:10]([O-:12])=[O:11].[BH4-].[Na+]. The catalyst is CO.CCOC(C)=O. The product is [CH3:2][O:3][C:4]1[CH:5]=[C:6]([C:13]2[CH2:18][CH2:17][N:16]([CH2:19][CH2:20][CH3:21])[CH2:15][CH:14]=2)[CH:7]=[CH:8][C:9]=1[N+:10]([O-:12])=[O:11]. The yield is 0.850. (2) The reactants are Br[C:2]1[CH:3]=[C:4]2[C:8](=[C:9]([NH2:11])[CH:10]=1)[N:7]([S:12]([C:15]1[CH:20]=[CH:19][C:18]([O:21][CH3:22])=[CH:17][CH:16]=1)(=[O:14])=[O:13])[CH2:6][CH2:5]2.CC(N=NC(C#N)(C)C)(C#N)C.CCCC[SnH](CCCC)CCCC. The catalyst is C1(C)C=CC=CC=1. The product is [CH3:22][O:21][C:18]1[CH:19]=[CH:20][C:15]([S:12]([N:7]2[C:8]3[C:4](=[CH:3][CH:2]=[CH:10][C:9]=3[NH2:11])[CH2:5][CH2:6]2)(=[O:13])=[O:14])=[CH:16][CH:17]=1. The yield is 0.900. (3) The reactants are [C:1]([N:5]1[C:9]([C:10](Cl)=[O:11])=[CH:8][C:7]([CH3:13])=[N:6]1)([CH3:4])([CH3:3])[CH3:2].[NH2:14][C:15]1[CH:32]=[CH:31][C:18]([C:19]([C:21]2[CH:29]=[C:28]3[C:24]([CH2:25][C:26](=[O:30])[NH:27]3)=[CH:23][CH:22]=2)=[O:20])=[CH:17][CH:16]=1. The catalyst is C1COCC1. The product is [O:30]=[C:26]1[CH2:25][C:24]2[C:28](=[CH:29][C:21]([C:19]([C:18]3[CH:17]=[CH:16][C:15]([NH:14][C:10]([C:9]4[N:5]([C:1]([CH3:4])([CH3:3])[CH3:2])[N:6]=[C:7]([CH3:13])[CH:8]=4)=[O:11])=[CH:32][CH:31]=3)=[O:20])=[CH:22][CH:23]=2)[NH:27]1. The yield is 0.420. (4) The reactants are BrCCBr.[Si](Cl)(C)(C)C.Br[CH2:11][C:12]1[CH:21]=[CH:20][C:15]([C:16]([O:18][CH3:19])=[O:17])=[CH:14][CH:13]=1.Br[Zn]CC1C=CC(C(OC)=O)=CC=1.Br[C:36]1[S:37][CH:38]=[CH:39][N:40]=1. The catalyst is C1COCC1.[NH4+].[Cl-].O.[Zn].C([O-])(=O)C.[Pd+2].C([O-])(=O)C. The product is [S:37]1[CH:38]=[CH:39][N:40]=[C:36]1[CH2:11][C:12]1[CH:21]=[CH:20][C:15]([C:16]([O:18][CH3:19])=[O:17])=[CH:14][CH:13]=1. The yield is 0.990. (5) The reactants are [N+:1]([C:4]1[CH:9]=[C:8](B2OC(C)(C)C(C)(C)O2)[CH:7]=[CH:6][C:5]=1[NH2:19])([O-:3])=[O:2].FC(F)(F)S(O[C:26]1[CH2:31][CH2:30][N:29]([C:32]([O:34][C:35]([CH3:38])([CH3:37])[CH3:36])=[O:33])[CH2:28][CH:27]=1)(=O)=O.C(=O)([O-])[O-].[K+].[K+].C(OCC)(=O)C.CCCCCC. The catalyst is CN(C=O)C.C1C=CC(P(C2C=CC=CC=2)[C-]2C=CC=C2)=CC=1.C1C=CC(P(C2C=CC=CC=2)[C-]2C=CC=C2)=CC=1.Cl[Pd]Cl.[Fe+2]. The product is [NH2:19][C:5]1[CH:6]=[CH:7][C:8]([C:26]2[CH2:31][CH2:30][N:29]([C:32]([O:34][C:35]([CH3:38])([CH3:37])[CH3:36])=[O:33])[CH2:28][CH:27]=2)=[CH:9][C:4]=1[N+:1]([O-:3])=[O:2]. The yield is 0.540. (6) The reactants are [N:1]1([C:13]2([CH2:23][OH:24])[CH2:22][CH2:21][C:16]3(OCC[O:17]3)[CH2:15][CH2:14]2)[C:5]2=[C:6]3[S:12][CH:11]=[CH:10][C:7]3=[N:8][CH:9]=[C:4]2[N:3]=[CH:2]1.Cl.O.[OH-].[Na+]. The catalyst is CC(C)=O. The product is [OH:24][CH2:23][C:13]1([N:1]2[C:5]3=[C:6]4[S:12][CH:11]=[CH:10][C:7]4=[N:8][CH:9]=[C:4]3[N:3]=[CH:2]2)[CH2:22][CH2:21][C:16](=[O:17])[CH2:15][CH2:14]1. The yield is 0.490. (7) The reactants are [CH3:1][O:2][C:3](=[O:16])[CH2:4][NH:5][C:6]([C:8]1[C:9](Cl)=[N:10][CH:11]=[C:12]([F:14])[CH:13]=1)=[O:7].CCN(CC)CC. The catalyst is CO.[OH-].[OH-].[Pd+2]. The product is [CH3:1][O:2][C:3](=[O:16])[CH2:4][NH:5][C:6]([C:8]1[CH:9]=[N:10][CH:11]=[C:12]([F:14])[CH:13]=1)=[O:7]. The yield is 0.950. (8) The reactants are [Cl:1][C:2]1[CH:7]=[CH:6][C:5]([CH:8]([CH3:18])[CH2:9][C:10]([OH:17])([C:13]([F:16])([F:15])[F:14])[CH:11]=O)=[CH:4][C:3]=1[O:19][CH3:20].[NH2:21][C:22]1[CH:31]=[CH:30][C:29]([F:32])=[C:28]2[C:23]=1[CH:24]=[N:25][C:26]([CH3:33])=[N:27]2.[Cl-].[Na+].[CH3:36]C1C=CC=CC=1C. The catalyst is [Ti+4]. The product is [Cl:1][C:2]1[CH:7]=[CH:6][C:5]([C:8]([CH3:18])([CH3:36])[CH2:9][C:10](/[CH:11]=[N:21]/[C:22]2[CH:31]=[CH:30][C:29]([F:32])=[C:28]3[C:23]=2[CH:24]=[N:25][C:26]([CH3:33])=[N:27]3)([OH:17])[C:13]([F:14])([F:15])[F:16])=[CH:4][C:3]=1[O:19][CH3:20]. The yield is 0.628.